Dataset: Catalyst prediction with 721,799 reactions and 888 catalyst types from USPTO. Task: Predict which catalyst facilitates the given reaction. (1) Reactant: [Cl:1][C:2]1[CH:7]=[C:6]([Cl:8])[CH:5]=[C:4]([Cl:9])[C:3]=1[N:10]=[C:11]=[O:12].[NH2:13][C:14]1[CH:15]=[C:16]([C:32]2[CH:37]=[CH:36][C:35]([O:38][CH3:39])=[CH:34][CH:33]=2)[CH:17]=[CH:18][C:19]=1[C:20]([NH:22][C@H:23]([C:28]([O:30][CH3:31])=[O:29])[C:24]([CH3:27])([CH3:26])[CH3:25])=[O:21].CCCCCC.C(OCC)(=O)C. Product: [CH3:25][C:24]([CH3:27])([CH3:26])[C@@H:23]([C:28]([O:30][CH3:31])=[O:29])[NH:22][C:20]([C:19]1[CH:18]=[CH:17][C:16]([C:32]2[CH:37]=[CH:36][C:35]([O:38][CH3:39])=[CH:34][CH:33]=2)=[CH:15][C:14]=1[NH:13][C:11]([NH:10][C:3]1[C:2]([Cl:1])=[CH:7][C:6]([Cl:8])=[CH:5][C:4]=1[Cl:9])=[O:12])=[O:21]. The catalyst class is: 17. (2) Reactant: [Br:1][C:2]1[CH:27]=[N:26][C:5]2[N:6]=[C:7]([N:13]3[CH2:18][CH2:17][N:16](C(OC(C)(C)C)=O)[CH2:15][CH2:14]3)[C:8]3[N:9]([CH:10]=[N:11][N:12]=3)[C:4]=2[CH:3]=1.C(O)(C(F)(F)F)=O. Product: [Br:1][C:2]1[CH:27]=[N:26][C:5]2[N:6]=[C:7]([N:13]3[CH2:18][CH2:17][NH:16][CH2:15][CH2:14]3)[C:8]3[N:9]([CH:10]=[N:11][N:12]=3)[C:4]=2[CH:3]=1. The catalyst class is: 2. (3) The catalyst class is: 702. Reactant: [F:1][C:2]1[CH:7]=[CH:6][CH:5]=[CH:4][C:3]=1[CH:8]1[CH2:13][CH2:12][N:11](C(=O)C(F)(F)F)[CH2:10][CH:9]1[CH2:20][N:21]([C@@H:29]([C:31]1[C:40]2[C:35](=[CH:36][CH:37]=[CH:38][CH:39]=2)[CH:34]=[CH:33][CH:32]=1)[CH3:30])[C:22](=[O:28])[O:23][C:24]([CH3:27])([CH3:26])[CH3:25]. Product: [F:1][C:2]1[CH:7]=[CH:6][CH:5]=[CH:4][C:3]=1[CH:8]1[CH2:13][CH2:12][NH:11][CH2:10][CH:9]1[CH2:20][N:21]([C@@H:29]([C:31]1[C:40]2[C:35](=[CH:36][CH:37]=[CH:38][CH:39]=2)[CH:34]=[CH:33][CH:32]=1)[CH3:30])[C:22](=[O:28])[O:23][C:24]([CH3:26])([CH3:25])[CH3:27]. (4) Reactant: [Br-:1].[NH4+].CC1C=CC(S(O[C:14]2[CH2:18][CH:17]([C:19](=[O:36])[NH:20][C:21]3[CH:26]=[CH:25][C:24]([Cl:27])=[CH:23][C:22]=3[C:28](=[O:35])[NH:29][CH:30]([CH:32]3[CH2:34][CH2:33]3)[CH3:31])[N:16]([C:37]3[C:42]([Cl:43])=[CH:41][CH:40]=[CH:39][N:38]=3)[N:15]=2)(=O)=O)=CC=1.CN(C)C=O. Product: [Br:1][C:14]1[CH2:18][CH:17]([C:19]([NH:20][C:21]2[CH:26]=[CH:25][C:24]([Cl:27])=[CH:23][C:22]=2[C:28](=[O:35])[NH:29][CH:30]([CH:32]2[CH2:34][CH2:33]2)[CH3:31])=[O:36])[N:16]([C:37]2[C:42]([Cl:43])=[CH:41][CH:40]=[CH:39][N:38]=2)[N:15]=1. The catalyst class is: 6.